This data is from Reaction yield outcomes from USPTO patents with 853,638 reactions. The task is: Predict the reaction yield, written as a fraction of the theoretical maximum amount of product (1.0 means a 100% yield; for example, 0.34 means a 34% yield). (1) The reactants are CO[C:3]1[CH:12]=[CH:11][C:10]2[C:5](=[CH:6][C:7]([O:13][CH3:14])=[CH:8][N:9]=2)[N:4]=1.P(Cl)(Cl)([Cl:17])=O. The catalyst is CN(C)C=O. The product is [Cl:17][C:3]1[CH:12]=[CH:11][C:10]2[C:5](=[CH:6][C:7]([O:13][CH3:14])=[CH:8][N:9]=2)[N:4]=1. The yield is 0.640. (2) The reactants are [Cl:1][C:2]1[CH:7]=[C:6]([C:8]([O:17][Si](CC)(CC)CC)([C:13]([F:16])([F:15])[F:14])[C:9]([F:12])([F:11])[F:10])[CH:5]=[CH:4][C:3]=1[NH:25][CH2:26][CH3:27].CCN(C(C)C)C(C)C.[C:37]1([CH2:43][CH2:44][C:45](Cl)=[O:46])[CH:42]=[CH:41][CH:40]=[CH:39][CH:38]=1.CCCC[N+](CCCC)(CCCC)CCCC.[F-]. The catalyst is C(Cl)Cl.C1COCC1. The product is [Cl:1][C:2]1[CH:7]=[C:6]([C:8]([OH:17])([C:9]([F:11])([F:12])[F:10])[C:13]([F:14])([F:15])[F:16])[CH:5]=[CH:4][C:3]=1[N:25]([CH2:26][CH3:27])[C:45](=[O:46])[CH2:44][CH2:43][C:37]1[CH:42]=[CH:41][CH:40]=[CH:39][CH:38]=1. The yield is 0.670. (3) The reactants are CC(C1C=C(C(C)C)C(C2C=CC=CC=2P(C2CCCCC2)C2CCCCC2)=C(C(C)C)C=1)C.C([O-])([O-])=O.[Cs+].[Cs+].[C:41]([O:45][C:46]([N:48]1[CH2:52][CH2:51][C@H:50]([O:53][C:54]2[C:55]3[CH2:63][NH:62][CH2:61][CH2:60][C:56]=3[N:57]=[CH:58][N:59]=2)[CH2:49]1)=[O:47])([CH3:44])([CH3:43])[CH3:42].Br[C:65]1[CH:66]=[C:67]([CH3:73])[C:68]([O:71][CH3:72])=[N:69][CH:70]=1. The catalyst is O1CCOCC1.C1C=CC(/C=C/C(/C=C/C2C=CC=CC=2)=O)=CC=1.C1C=CC(/C=C/C(/C=C/C2C=CC=CC=2)=O)=CC=1.C1C=CC(/C=C/C(/C=C/C2C=CC=CC=2)=O)=CC=1.[Pd].[Pd].CC(OC)(C)C.CO.CC(OC)(C)C. The product is [C:41]([O:45][C:46]([N:48]1[CH2:52][CH2:51][C@H:50]([O:53][C:54]2[C:55]3[CH2:63][N:62]([C:65]4[CH:70]=[N:69][C:68]([O:71][CH3:72])=[C:67]([CH3:73])[CH:66]=4)[CH2:61][CH2:60][C:56]=3[N:57]=[CH:58][N:59]=2)[CH2:49]1)=[O:47])([CH3:44])([CH3:42])[CH3:43]. The yield is 0.690. (4) The reactants are [S:1]1[C:5]2[CH:6]=[CH:7][C:8]([NH:10][C:11]3[C:20]4[C:15](=[CH:16][C:17]([O:28]/[CH:29]=[CH:30]/[C:31]([O:33]C)=[O:32])=[C:18]([S:21]([C:24]([CH3:27])([CH3:26])[CH3:25])(=[O:23])=[O:22])[CH:19]=4)[N:14]=[CH:13][N:12]=3)=[CH:9][C:4]=2[N:3]=[CH:2]1.[Li+].[OH-].C(O)(=O)CC(CC(O)=O)(C(O)=O)O. The catalyst is C1COCC1.O. The product is [S:1]1[C:5]2[CH:6]=[CH:7][C:8]([NH:10][C:11]3[C:20]4[C:15](=[CH:16][C:17]([O:28]/[CH:29]=[CH:30]/[C:31]([OH:33])=[O:32])=[C:18]([S:21]([C:24]([CH3:27])([CH3:25])[CH3:26])(=[O:23])=[O:22])[CH:19]=4)[N:14]=[CH:13][N:12]=3)=[CH:9][C:4]=2[N:3]=[CH:2]1. The yield is 0.0900.